From a dataset of Forward reaction prediction with 1.9M reactions from USPTO patents (1976-2016). Predict the product of the given reaction. (1) The product is: [CH2:1]([O:3][C:4]([C:6]1[C:7]([N:26]([CH2:27][CH3:28])[CH2:24][CH3:25])=[N:8][C:9]2[C:14]([C:15]=1[C:16]1[CH:21]=[CH:20][CH:19]=[CH:18][CH:17]=1)=[CH:13][C:12]([Cl:22])=[CH:11][CH:10]=2)=[O:5])[CH3:2]. Given the reactants [CH2:1]([O:3][C:4]([C:6]1[C:7](Cl)=[N:8][C:9]2[C:14]([C:15]=1[C:16]1[CH:21]=[CH:20][CH:19]=[CH:18][CH:17]=1)=[CH:13][C:12]([Cl:22])=[CH:11][CH:10]=2)=[O:5])[CH3:2].[CH2:24]([NH:26][CH2:27][CH3:28])[CH3:25], predict the reaction product. (2) Given the reactants [NH:1]1[CH2:6][CH2:5][CH:4]([NH:7][C:8](=[O:14])[O:9][C:10]([CH3:13])([CH3:12])[CH3:11])[CH2:3][CH2:2]1.[CH3:15][C:16]1[CH:21]=[CH:20][C:19]([CH2:22][C:23]([CH3:25])=O)=[CH:18][CH:17]=1.C([BH3-])#N.[Na+], predict the reaction product. The product is: [CH3:25][CH:23]([N:1]1[CH2:2][CH2:3][CH:4]([NH:7][C:8](=[O:14])[O:9][C:10]([CH3:11])([CH3:13])[CH3:12])[CH2:5][CH2:6]1)[CH2:22][C:19]1[CH:20]=[CH:21][C:16]([CH3:15])=[CH:17][CH:18]=1. (3) Given the reactants [C:1]([C:4]1[C:22](=[O:23])[C@@:8]2([CH3:24])[C:9]3[C:15]([OH:16])=[CH:14][C:13]([O:17][CH3:18])=[C:12]([C:19]([NH2:21])=[O:20])[C:10]=3[O:11][C:7]2=[CH:6][C:5]=1[OH:25])(=[O:3])[CH3:2].[Cl:26][C:27]1[CH:45]=[CH:44][C:30]([O:31][C:32]2[C:41]3[C:36](=[CH:37][CH:38]=[CH:39][CH:40]=3)[C:35]([CH:42]=O)=[CH:34][CH:33]=2)=[CH:29][CH:28]=1.C([SiH](CC)CC)C.FC(F)(F)C(O)=O, predict the reaction product. The product is: [C:1]([C:4]1[C:22](=[O:23])[C@@:8]2([CH3:24])[C:9]3[C:15]([OH:16])=[CH:14][C:13]([O:17][CH3:18])=[C:12]([C:19]([NH:21][CH2:42][C:35]4[C:36]5[C:41](=[CH:40][CH:39]=[CH:38][CH:37]=5)[C:32]([O:31][C:30]5[CH:29]=[CH:28][C:27]([Cl:26])=[CH:45][CH:44]=5)=[CH:33][CH:34]=4)=[O:20])[C:10]=3[O:11][C:7]2=[CH:6][C:5]=1[OH:25])(=[O:3])[CH3:2]. (4) Given the reactants [C:1]([O:5][C:6]([CH3:9])([CH3:8])[CH3:7])(=[O:4])[CH:2]=[CH2:3].C(N(C(C)C)CC)(C)C.CC1C=CC=CC=1P(C1C=CC=CC=1C)C1C=CC=CC=1C.Br[C:42]1[CH:43]=[C:44]2[C:61](=[N:62][CH:63]=1)[NH:60][C:59](=[O:64])[C:46]1([CH2:51][CH2:50][N:49]([C:52]([O:54][C:55]([CH3:58])([CH3:57])[CH3:56])=[O:53])[CH2:48][CH2:47]1)[CH2:45]2, predict the reaction product. The product is: [C:6]([O:5][C:1](=[O:4])/[CH:2]=[CH:3]/[C:42]1[CH:43]=[C:44]2[C:61](=[N:62][CH:63]=1)[NH:60][C:59](=[O:64])[C:46]1([CH2:51][CH2:50][N:49]([C:52]([O:54][C:55]([CH3:56])([CH3:57])[CH3:58])=[O:53])[CH2:48][CH2:47]1)[CH2:45]2)([CH3:9])([CH3:8])[CH3:7]. (5) Given the reactants [NH2:1][CH:2]([C:11]1[C:16]([O:17][CH3:18])=[CH:15][CH:14]=[CH:13][C:12]=1[O:19][CH3:20])[CH2:3][CH:4]([CH3:10])[C:5]([O:7]CC)=O.[CH3:21][C:22]1[S:26][C:25]([C:27]2[CH:28]=[C:29]([CH:32]=[CH:33][CH:34]=2)[CH:30]=O)=[N:24][CH:23]=1, predict the reaction product. The product is: [CH3:18][O:17][C:16]1[CH:15]=[CH:14][CH:13]=[C:12]([O:19][CH3:20])[C:11]=1[CH:2]1[N:1]([CH2:30][C:29]2[CH:32]=[CH:33][CH:34]=[C:27]([C:25]3[S:26][C:22]([CH3:21])=[CH:23][N:24]=3)[CH:28]=2)[C:5](=[O:7])[CH:4]([CH3:10])[CH2:3]1. (6) The product is: [CH2:16]1[CH:7]([OH:6])[CH2:8][C:9]2[C:14](=[CH:13][CH:12]=[CH:11][CH:10]=2)[CH2:15]1. Given the reactants C([Mg]Br)=C.C[O:6][C:7]1[CH:8]=[C:9]2[C:14](=[CH:15][CH:16]=1)[C:13](=O)[CH2:12][CH2:11][CH2:10]2.[NH4+].[Cl-], predict the reaction product.